The task is: Predict the product of the given reaction.. This data is from Forward reaction prediction with 1.9M reactions from USPTO patents (1976-2016). (1) Given the reactants C(O[C:9](=[O:38])[NH:10][C:11]1[CH:12]=[C:13]2[C:18](=[CH:19][C:20]=1[O:21][CH3:22])[N:17]=[CH:16][CH:15]=[C:14]2[O:23][C:24]1[CH:29]=[CH:28][C:27]([NH:30][C:31]([NH:33][CH:34]2[CH2:36][CH2:35]2)=[O:32])=[C:26]([F:37])[CH:25]=1)C1C=CC=CC=1.F[C:40](F)(F)C(O)=O, predict the reaction product. The product is: [CH:34]1([NH:33][C:31](=[O:32])[NH:30][C:27]2[CH:28]=[CH:29][C:24]([O:23][C:14]3[C:13]4[C:18](=[CH:19][C:20]([O:21][CH3:22])=[C:11]([NH:10][C:9](=[O:38])[CH3:40])[CH:12]=4)[N:17]=[CH:16][CH:15]=3)=[CH:25][C:26]=2[F:37])[CH2:35][CH2:36]1. (2) Given the reactants [CH:1]1([CH2:4][O:5][C:6]2[CH:29]=[CH:28][C:9]3[C:10]([CH2:13][CH2:14][CH:15]4[CH2:20][CH2:19][N:18]([CH2:21][CH2:22][N:23]5[CH:27]=[CH:26][CH:25]=[N:24]5)[CH2:17][CH2:16]4)=[N:11][O:12][C:8]=3[C:7]=2[CH2:30]O)[CH2:3][CH2:2]1.CS(Cl)(=O)=O.[CH3:37][NH:38][CH3:39].[Cl-].[Na+], predict the reaction product. The product is: [CH3:37][N:38]([CH2:30][C:7]1[C:8]2[O:12][N:11]=[C:10]([CH2:13][CH2:14][CH:15]3[CH2:16][CH2:17][N:18]([CH2:21][CH2:22][N:23]4[CH:27]=[CH:26][CH:25]=[N:24]4)[CH2:19][CH2:20]3)[C:9]=2[CH:28]=[CH:29][C:6]=1[O:5][CH2:4][CH:1]1[CH2:3][CH2:2]1)[CH3:39]. (3) Given the reactants [N+:1]([C:4]1[CH:5]=[C:6]([CH:10]=[CH:11][CH:12]=1)[C:7](Cl)=[O:8])([O-:3])=[O:2].[CH3:13][O:14][C:15]1[CH:16]=[C:17]([CH:20]=[CH:21][CH:22]=1)[CH2:18][NH2:19].CCN(CC)CC.Cl, predict the reaction product. The product is: [N+:1]([C:4]1[CH:5]=[C:6]([CH:10]=[CH:11][CH:12]=1)[C:7]([NH:19][CH2:18][C:17]1[CH:20]=[CH:21][CH:22]=[C:15]([O:14][CH3:13])[CH:16]=1)=[O:8])([O-:3])=[O:2]. (4) Given the reactants Br[C:2]1[C:10]2[CH:9]=[N:8][CH:7]=[N:6][C:5]=2[N:4]([S:11]([C:14]2[CH:20]=[CH:19][C:17]([CH3:18])=[CH:16][CH:15]=2)(=[O:13])=[O:12])[CH:3]=1.[CH3:21][C:22]1([CH3:29])[C:26]([CH3:28])([CH3:27])[O:25][BH:24][O:23]1.C([O-])(=O)C.[K+], predict the reaction product. The product is: [CH3:21][C:22]1([CH3:29])[C:26]([CH3:28])([CH3:27])[O:25][B:24]([C:2]2[C:10]3[CH:9]=[N:8][CH:7]=[N:6][C:5]=3[N:4]([S:11]([C:14]3[CH:20]=[CH:19][C:17]([CH3:18])=[CH:16][CH:15]=3)(=[O:13])=[O:12])[CH:3]=2)[O:23]1. (5) Given the reactants [N:1]12[CH2:9][CH2:8][CH:5]([CH2:6][CH2:7]1)[N:4]([C:10]1[N:15]=[CH:14][C:13]([NH2:16])=[CH:12][N:11]=1)[CH2:3][CH2:2]2.[C:17]1([C:22]([Cl:24])=[O:23])[CH2:21][CH2:20][CH2:19][CH:18]=1, predict the reaction product. The product is: [ClH:24].[N:1]12[CH2:7][CH2:6][CH:5]([CH2:8][CH2:9]1)[N:4]([C:10]1[N:15]=[CH:14][C:13]([NH:16][C:22]([C:17]3[CH2:21][CH2:20][CH2:19][CH:18]=3)=[O:23])=[CH:12][N:11]=1)[CH2:3][CH2:2]2.